Dataset: Forward reaction prediction with 1.9M reactions from USPTO patents (1976-2016). Task: Predict the product of the given reaction. Given the reactants [NH2:1][C@H:2]([C:18]([OH:20])=O)[CH2:3][CH2:4][CH2:5][CH2:6][NH:7]C(OCC1C=CC=CC=1)=O.CCN(C(C)C)C(C)C.[NH2:30][C@H:31]([C:40]([NH:42][C@H:43]([C:47]([N:49]1[CH2:60][CH2:59][CH2:58][C@H:50]1[C:51]([O:53][C:54]([CH3:57])([CH3:56])[CH3:55])=[O:52])=[O:48])[CH:44]([CH3:46])[CH3:45])=[O:41])[CH2:32][C:33](=[O:39])[O:34][C:35]([CH3:38])([CH3:37])[CH3:36].C1CN([P+](ON2N=NC3C=CC=CC2=3)(N2CCCC2)N2CCCC2)CC1.F[P-](F)(F)(F)(F)F, predict the reaction product. The product is: [NH2:1][C@H:2]([C:18]([NH:30][C@H:31]([C:40]([NH:42][C@H:43]([C:47]([N:49]1[CH2:60][CH2:59][CH2:58][C@H:50]1[C:51]([O:53][C:54]([CH3:57])([CH3:56])[CH3:55])=[O:52])=[O:48])[CH:44]([CH3:46])[CH3:45])=[O:41])[CH2:32][C:33](=[O:39])[O:34][C:35]([CH3:36])([CH3:37])[CH3:38])=[O:20])[CH2:3][CH2:4][CH2:5][CH2:6][NH2:7].